From a dataset of Reaction yield outcomes from USPTO patents with 853,638 reactions. Predict the reaction yield, written as a fraction of the theoretical maximum amount of product (1.0 means a 100% yield; for example, 0.34 means a 34% yield). (1) The reactants are [CH:1]([N:4]([CH:8]([CH3:10])[CH3:9])[CH2:5][CH2:6][OH:7])([CH3:3])[CH3:2].F[C:12]1[CH:21]=[C:20]2[C:15]([C:16](=[O:22])[NH:17][CH:18]=[N:19]2)=[CH:14][CH:13]=1. No catalyst specified. The product is [CH:1]([N:4]([CH:8]([CH3:10])[CH3:9])[CH2:5][CH2:6][O:7][C:12]1[CH:21]=[C:20]2[C:15]([C:16](=[O:22])[NH:17][CH:18]=[N:19]2)=[CH:14][CH:13]=1)([CH3:3])[CH3:2]. The yield is 0.760. (2) The reactants are [CH3:1][C:2]1[NH:6][C:5]2[C:7]([C:17]([O:19]C)=[O:18])=[CH:8][C:9]([N:11]3[CH2:16][CH2:15][O:14][CH2:13][CH2:12]3)=[CH:10][C:4]=2[N:3]=1.Br[CH2:22][C:23]1[CH:28]=[CH:27][CH:26]=[C:25]([Cl:29])[CH:24]=1.C(=O)([O-])[O-].[K+].[K+].[OH-].[Li+]. The catalyst is CN(C)C=O.O1CCCC1.O. The product is [Cl:29][C:25]1[CH:24]=[C:23]([CH2:22][N:3]2[C:4]3[CH:10]=[C:9]([N:11]4[CH2:16][CH2:15][O:14][CH2:13][CH2:12]4)[CH:8]=[C:7]([C:17]([OH:19])=[O:18])[C:5]=3[N:6]=[C:2]2[CH3:1])[CH:28]=[CH:27][CH:26]=1. The yield is 0.134. (3) The reactants are O[N:2]=[C:3]1[C:7]2([CH2:9][CH2:8]2)[C:6](=[O:10])[N:5]([C@@H:11]([C:13]2[CH:18]=[CH:17][CH:16]=[CH:15][CH:14]=2)[CH3:12])[CH2:4]1. The catalyst is [Ni].CO. The product is [NH2:2][CH:3]1[C:7]2([CH2:9][CH2:8]2)[C:6](=[O:10])[N:5]([C@@H:11]([C:13]2[CH:18]=[CH:17][CH:16]=[CH:15][CH:14]=2)[CH3:12])[CH2:4]1. The yield is 0.857. (4) The reactants are [F:1][C:2]([F:12])([F:11])[CH2:3][CH2:4][S:5][CH2:6][CH2:7][C:8](O)=[O:9].S(Cl)([Cl:15])=O. The catalyst is ClCCl. The product is [F:1][C:2]([F:12])([F:11])[CH2:3][CH2:4][S:5][CH2:6][CH2:7][C:8]([Cl:15])=[O:9]. The yield is 0.860. (5) The reactants are Br[CH2:2][C:3]([C:5]1[CH:10]=[CH:9][C:8]([O:11][CH2:12][CH2:13][CH2:14][CH2:15][CH2:16][CH2:17][CH3:18])=[CH:7][CH:6]=1)=[O:4].[Br:19][C:20]1[CH:28]=[CH:27][C:23]([C:24]([OH:26])=[O:25])=[CH:22][CH:21]=1.C(O)(=O)CC(CC(O)=O)(C(O)=O)O.CC(=O)OCC. The catalyst is C(#N)C. The product is [Br:19][C:20]1[CH:28]=[CH:27][C:23]([C:24]([O:26][CH2:2][C:3]([C:5]2[CH:10]=[CH:9][C:8]([O:11][CH2:12][CH2:13][CH2:14][CH2:15][CH2:16][CH2:17][CH3:18])=[CH:7][CH:6]=2)=[O:4])=[O:25])=[CH:22][CH:21]=1. The yield is 0.570. (6) The reactants are [F:1][C:2]([C:9]1[N:14]=[N:13][C:12]([C:15]2[C:23]3[C:18](=[N:19][CH:20]=[CH:21][CH:22]=3)[N:17]([CH2:24][C:25]3[CH:30]=[CH:29][CH:28]=[CH:27][C:26]=3[F:31])[N:16]=2)=[N:11][C:10]=1O)([CH3:8])[C:3]([O:5]CC)=O.P(Cl)(Cl)(Cl)=O.[NH3:38].C(#[N:41])C. No catalyst specified. The product is [NH2:38][C:10]1[N:11]=[C:12]([C:15]2[C:23]3[C:18](=[N:19][CH:20]=[CH:21][CH:22]=3)[N:17]([CH2:24][C:25]3[CH:30]=[CH:29][CH:28]=[CH:27][C:26]=3[F:31])[N:16]=2)[N:13]=[N:14][C:9]=1[C:2]([F:1])([CH3:8])[C:3]([NH2:41])=[O:5]. The yield is 1.00. (7) The reactants are [F:1][C:2]1[C:21]([NH:22][C:23]([NH:25][C:26]2[CH:27]=[N:28][C:29]([CH3:32])=[CH:30][CH:31]=2)=[O:24])=[C:20]([F:33])[CH:19]=[CH:18][C:3]=1[CH2:4][N:5]1[CH2:10][CH2:9][N:8]([C:11]([O:13][C:14](C)(C)C)=[O:12])[CH2:7][CH2:6]1.Cl.ClC(OC)=O.CCN(CC)CC. The catalyst is CO. The product is [F:1][C:2]1[C:21]([NH:22][C:23]([NH:25][C:26]2[CH:27]=[N:28][C:29]([CH3:32])=[CH:30][CH:31]=2)=[O:24])=[C:20]([F:33])[CH:19]=[CH:18][C:3]=1[CH2:4][N:5]1[CH2:10][CH2:9][N:8]([C:11]([O:13][CH3:14])=[O:12])[CH2:7][CH2:6]1. The yield is 0.380.